Dataset: Full USPTO retrosynthesis dataset with 1.9M reactions from patents (1976-2016). Task: Predict the reactants needed to synthesize the given product. Given the product [Cl:1][C:2]1[CH:25]=[CH:24][C:5]([O:6][C:7]2[CH:12]=[N:11][CH:10]=[C:9]3[S:13][C:14]([C:16]4[CH:21]=[CH:20][C:19]([OH:22])=[CH:18][CH:17]=4)=[CH:15][C:8]=23)=[CH:4][CH:3]=1, predict the reactants needed to synthesize it. The reactants are: [Cl:1][C:2]1[CH:25]=[CH:24][C:5]([O:6][C:7]2[CH:12]=[N:11][CH:10]=[C:9]3[S:13][C:14]([C:16]4[CH:21]=[CH:20][C:19]([O:22]C)=[CH:18][CH:17]=4)=[CH:15][C:8]=23)=[CH:4][CH:3]=1.B(Br)(Br)Br.